From a dataset of Catalyst prediction with 721,799 reactions and 888 catalyst types from USPTO. Predict which catalyst facilitates the given reaction. (1) Reactant: Br[C:2]1[CH:3]=[C:4]([CH3:17])[C:5]([O:9][CH2:10][C:11]2[CH:16]=[CH:15][CH:14]=[CH:13][CH:12]=2)=[C:6]([CH3:8])[CH:7]=1.C([Li])(C)(C)C.CCCCC.[CH2:28]([N:35]1[C:43]2[C:38](=[CH:39][CH:40]=[CH:41][CH:42]=2)[C:37](=[O:44])[C:36]1=[O:45])[C:29]1[CH:34]=[CH:33][CH:32]=[CH:31][CH:30]=1. Product: [CH2:28]([N:35]1[C:43]2[C:38](=[CH:39][CH:40]=[CH:41][CH:42]=2)[C:37]([C:2]2[CH:3]=[C:4]([CH3:17])[C:5]([O:9][CH2:10][C:11]3[CH:16]=[CH:15][CH:14]=[CH:13][CH:12]=3)=[C:6]([CH3:8])[CH:7]=2)([OH:44])[C:36]1=[O:45])[C:29]1[CH:30]=[CH:31][CH:32]=[CH:33][CH:34]=1. The catalyst class is: 57. (2) Reactant: [NH:1]1[C:9]2[C:4](=[CH:5][C:6]([C:10]3[C:14]4[C:15]([NH2:19])=[N:16][CH:17]=[CH:18][C:13]=4[S:12][CH:11]=3)=[CH:7][CH:8]=2)[CH2:3][CH2:2]1.CN(C(ON1N=NC2C=CC=NC1=2)=[N+](C)C)C.F[P-](F)(F)(F)(F)F.[Cl:44][C:45]1[CH:50]=[CH:49][CH:48]=[CH:47][C:46]=1[CH2:51][C:52](O)=[O:53].CCN(C(C)C)C(C)C. Product: [Cl:44][C:45]1[CH:50]=[CH:49][CH:48]=[CH:47][C:46]=1[CH2:51][C:52]([N:1]1[C:9]2[C:4](=[CH:5][C:6]([C:10]3[C:14]4[C:15]([NH2:19])=[N:16][CH:17]=[CH:18][C:13]=4[S:12][CH:11]=3)=[CH:7][CH:8]=2)[CH2:3][CH2:2]1)=[O:53]. The catalyst class is: 145. (3) Reactant: [C:1]1([Mg]Br)[CH:6]=[CH:5][CH:4]=[CH:3][CH:2]=1.COCN[C:13](=[O:29])[CH2:14][C@H:15]1[CH2:19][O:18][C:17]([CH3:21])([CH3:20])[N:16]1[C:22]([O:24][C:25]([CH3:28])([CH3:27])[CH3:26])=[O:23]. Product: [CH3:20][C:17]1([CH3:21])[N:16]([C:22]([O:24][C:25]([CH3:26])([CH3:27])[CH3:28])=[O:23])[C@@H:15]([CH2:14][C:13](=[O:29])[C:1]2[CH:6]=[CH:5][CH:4]=[CH:3][CH:2]=2)[CH2:19][O:18]1. The catalyst class is: 1. (4) Reactant: C[O:2][C:3]1[C:12](=O)[N:11]([CH3:14])[C:10]2[N:9]=[CH:8][N:7]=[C:6]([N:15]3[CH2:31][CH2:30][C:18]4([N:22]([C:23]5[CH:28]=[CH:27][CH:26]=[CH:25][CH:24]=5)[CH2:21][NH:20][C:19]4=[O:29])[CH2:17][CH2:16]3)[C:5]=2[N:4]=1.[OH2:32].[OH-].[Li+].Cl. Product: [CH3:14][N:11]1[C:12]([C:3]([OH:32])=[O:2])=[N:4][C:5]2[C:10]1=[N:9][CH:8]=[N:7][C:6]=2[N:15]1[CH2:31][CH2:30][C:18]2([N:22]([C:23]3[CH:28]=[CH:27][CH:26]=[CH:25][CH:24]=3)[CH2:21][NH:20][C:19]2=[O:29])[CH2:17][CH2:16]1. The catalyst class is: 6. (5) Product: [CH2:1]([N:3]1[C:7]2=[N:8][C:9]([CH2:32][CH3:33])=[C:10]([CH2:19][NH:20][C:21]([C:23]3[CH:92]=[CH:91][N:90]=[C:93]([C:94]([NH:34][CH2:35][C:36]4[CH:37]=[CH:38][C:39]([F:63])=[C:40]([C:42]5[CH:47]=[CH:46][CH:45]=[C:44]([CH2:48][N:49]6[CH2:54][CH2:53][N:52]([C:55]([O:57][C:58]([CH3:59])([CH3:61])[CH3:60])=[O:56])[C@@H:51]([CH3:62])[CH2:50]6)[CH:43]=5)[CH:41]=4)=[O:71])[CH:28]=3)=[O:22])[C:11]([NH:12][CH:13]3[CH2:14][CH2:15][O:16][CH2:17][CH2:18]3)=[C:6]2[CH:5]=[N:4]1)[CH3:2]. Reactant: [CH2:1]([N:3]1[C:7]2=[N:8][C:9]([CH2:32][CH3:33])=[C:10]([CH2:19][NH:20][C:21]([C:23]3[CH:28]=C(C(O)=O)C=CN=3)=[O:22])[C:11]([NH:12][CH:13]3[CH2:18][CH2:17][O:16][CH2:15][CH2:14]3)=[C:6]2[CH:5]=[N:4]1)[CH3:2].[NH2:34][CH2:35][C:36]1[CH:37]=[CH:38][C:39]([F:63])=[C:40]([C:42]2[CH:47]=[CH:46][CH:45]=[C:44]([CH2:48][N:49]3[CH2:54][CH2:53][N:52]([C:55]([O:57][C:58]([CH3:61])([CH3:60])[CH3:59])=[O:56])[C@@H:51]([CH3:62])[CH2:50]3)[CH:43]=2)[CH:41]=1.CN(C([O:71]N1N=NC2C=CC=CC1=2)=[N+](C)C)C.F[P-](F)(F)(F)(F)F.CC[N:90]([CH2:93][CH3:94])[CH2:91][CH3:92]. The catalyst class is: 2. (6) Reactant: [N:1]#[C:2]Br.[CH2:4]([S:11][C:12]1[CH:13]=[C:14]([CH:16]=[CH:17][CH:18]=1)[NH2:15])[C:5]1[CH:10]=[CH:9][CH:8]=[CH:7][CH:6]=1. Product: [CH2:4]([S:11][C:12]1[CH:13]=[C:14]([NH:15][C:2]#[N:1])[CH:16]=[CH:17][CH:18]=1)[C:5]1[CH:6]=[CH:7][CH:8]=[CH:9][CH:10]=1. The catalyst class is: 27. (7) Reactant: [Cl:1][C:2]1[C:3]([NH:22][C:23]2[CH:32]=[CH:31][CH:30]=[CH:29][C:24]=2[C:25]([NH:27][CH3:28])=[O:26])=[N:4][C:5]([NH:8][C:9]2[C:18]3[CH2:17][CH2:16][CH2:15][CH2:14][C:13]=3[CH:12]=[C:11]([N+:19]([O-])=O)[CH:10]=2)=[N:6][CH:7]=1.[Cl-].[NH4+].O. Product: [NH2:19][C:11]1[CH:10]=[C:9]([NH:8][C:5]2[N:4]=[C:3]([NH:22][C:23]3[CH:32]=[CH:31][CH:30]=[CH:29][C:24]=3[C:25]([NH:27][CH3:28])=[O:26])[C:2]([Cl:1])=[CH:7][N:6]=2)[C:18]2[CH2:17][CH2:16][CH2:15][CH2:14][C:13]=2[CH:12]=1. The catalyst class is: 186. (8) The catalyst class is: 7. Reactant: [CH2:1]([NH2:5])[CH2:2][CH2:3][CH3:4].[C:6]1(C2C=CC=CC=2)[CH:11]=[CH:10][C:9]([CH2:12][C@H:13]([NH:23][C:24]([N:26]([CH:32]([CH2:41][C:42]([O:44][CH2:45][CH3:46])=[O:43])[CH2:33][S:34][C:35]2[CH:40]=[CH:39][CH:38]=[CH:37][CH:36]=2)[CH2:27][CH2:28][CH:29]([CH3:31])[CH3:30])=[O:25])[C:14](OC2C=CC=CC=2)=[O:15])=[CH:8][CH:7]=1. Product: [C:6]1([C:6]2[CH:11]=[CH:10][CH:9]=[CH:8][CH:7]=2)[CH:7]=[CH:8][C:9]([CH2:12][C@H:13]([NH:23][C:24]([N:26]([CH:32]([CH2:41][C:42]([O:44][CH2:45][CH3:46])=[O:43])[CH2:33][S:34][C:35]2[CH:36]=[CH:37][CH:38]=[CH:39][CH:40]=2)[CH2:27][CH2:28][CH:29]([CH3:30])[CH3:31])=[O:25])[C:14]([NH:5][CH2:1][CH2:2][CH2:3][CH3:4])=[O:15])=[CH:10][CH:11]=1. (9) Reactant: O.[CH2:2]([O:9][C:10]1[CH:11]=[C:12]([CH:37]=[CH:38][CH:39]=1)[O:13][C:14]1[CH:19]=[C:18]([N:20]2[C:25](=[O:26])[CH:24]=[C:23]([C:27]([F:30])([F:29])[F:28])[N:22]([CH3:31])[C:21]2=[O:32])[C:17]([F:33])=[CH:16][C:15]=1[N+:34]([O-])=O)[C:3]1[CH:8]=[CH:7][CH:6]=[CH:5][CH:4]=1. Product: [CH2:2]([O:9][C:10]1[CH:11]=[C:12]([CH:37]=[CH:38][CH:39]=1)[O:13][C:14]1[CH:19]=[C:18]([N:20]2[C:25](=[O:26])[CH:24]=[C:23]([C:27]([F:28])([F:29])[F:30])[N:22]([CH3:31])[C:21]2=[O:32])[C:17]([F:33])=[CH:16][C:15]=1[NH2:34])[C:3]1[CH:4]=[CH:5][CH:6]=[CH:7][CH:8]=1. The catalyst class is: 180.